Dataset: Forward reaction prediction with 1.9M reactions from USPTO patents (1976-2016). Task: Predict the product of the given reaction. (1) Given the reactants [CH3:1][C:2]1[N:6]([CH2:7][CH:8]2[C:13](=[O:14])[C:12]3[C:15]4[C:20]([N:21]([CH3:22])[C:11]=3[CH2:10][CH2:9]2)=[CH:19][CH:18]=[CH:17][CH:16]=4)[CH:5]=[CH:4][N:3]=1.O.O.[ClH:25], predict the reaction product. The product is: [CH3:1][C:2]1[N:6]([CH2:7][CH:8]2[C:13](=[O:14])[C:12]3[C:15]4[CH:16]=[CH:17][CH:18]=[CH:19][C:20]=4[N:21]([CH3:22])[C:11]=3[CH2:10][CH2:9]2)[CH:5]=[CH:4][N:3]=1.[ClH:25]. (2) The product is: [NH2:7][CH:8]([CH2:28][C:29]1[CH:30]=[CH:31][C:32]([Cl:35])=[CH:33][CH:34]=1)[C:9]([N:11]1[CH2:16][CH2:15][C:14]([CH2:17][NH:18][C:19]([NH2:21])=[NH:20])([CH:22]2[CH2:23][CH2:24][CH2:25][CH2:26][CH2:27]2)[CH2:13][CH2:12]1)=[O:10]. Given the reactants C(OC(=O)[NH:7][CH:8]([CH2:28][C:29]1[CH:34]=[CH:33][C:32]([Cl:35])=[CH:31][CH:30]=1)[C:9]([N:11]1[CH2:16][CH2:15][C:14]([CH:22]2[CH2:27][CH2:26][CH2:25][CH2:24][CH2:23]2)([CH2:17][NH:18][C:19]([NH2:21])=[NH:20])[CH2:13][CH2:12]1)=[O:10])(C)(C)C, predict the reaction product.